This data is from NCI-60 drug combinations with 297,098 pairs across 59 cell lines. The task is: Regression. Given two drug SMILES strings and cell line genomic features, predict the synergy score measuring deviation from expected non-interaction effect. (1) Drug 1: CC(C)(C#N)C1=CC(=CC(=C1)CN2C=NC=N2)C(C)(C)C#N. Drug 2: CC1CCCC2(C(O2)CC(NC(=O)CC(C(C(=O)C(C1O)C)(C)C)O)C(=CC3=CSC(=N3)C)C)C. Cell line: RXF 393. Synergy scores: CSS=32.3, Synergy_ZIP=3.67, Synergy_Bliss=2.81, Synergy_Loewe=-8.65, Synergy_HSA=0.984. (2) Drug 1: CC1=C(C(CCC1)(C)C)C=CC(=CC=CC(=CC(=O)O)C)C. Synergy scores: CSS=6.54, Synergy_ZIP=-3.04, Synergy_Bliss=-3.54, Synergy_Loewe=-3.03, Synergy_HSA=-2.01. Cell line: SF-268. Drug 2: CCN(CC)CCNC(=O)C1=C(NC(=C1C)C=C2C3=C(C=CC(=C3)F)NC2=O)C. (3) Drug 1: COC1=CC(=CC(=C1O)OC)C2C3C(COC3=O)C(C4=CC5=C(C=C24)OCO5)OC6C(C(C7C(O6)COC(O7)C8=CC=CS8)O)O. Drug 2: CS(=O)(=O)CCNCC1=CC=C(O1)C2=CC3=C(C=C2)N=CN=C3NC4=CC(=C(C=C4)OCC5=CC(=CC=C5)F)Cl. Cell line: RXF 393. Synergy scores: CSS=18.6, Synergy_ZIP=-2.80, Synergy_Bliss=2.71, Synergy_Loewe=-11.0, Synergy_HSA=-0.0579. (4) Drug 1: CN1CCC(CC1)COC2=C(C=C3C(=C2)N=CN=C3NC4=C(C=C(C=C4)Br)F)OC. Drug 2: CC1=C2C(C(=O)C3(C(CC4C(C3C(C(C2(C)C)(CC1OC(=O)C(C(C5=CC=CC=C5)NC(=O)OC(C)(C)C)O)O)OC(=O)C6=CC=CC=C6)(CO4)OC(=O)C)OC)C)OC. Cell line: M14. Synergy scores: CSS=49.3, Synergy_ZIP=6.60, Synergy_Bliss=5.55, Synergy_Loewe=-32.4, Synergy_HSA=3.94. (5) Drug 2: C1CN(P(=O)(OC1)NCCCl)CCCl. Synergy scores: CSS=4.92, Synergy_ZIP=-2.17, Synergy_Bliss=-5.20, Synergy_Loewe=-5.22, Synergy_HSA=-7.35. Drug 1: C1CN(CCN1C(=O)CCBr)C(=O)CCBr. Cell line: UO-31.